Task: Predict the product of the given reaction.. Dataset: Forward reaction prediction with 1.9M reactions from USPTO patents (1976-2016) (1) Given the reactants [C:1]1([C:7]2[N:12]=[C:11]([NH:13][C:14]3[CH:19]=[CH:18][C:17](SC)=[CH:16][CH:15]=3)[CH:10]=[C:9]([C:22]3[CH:27]=[CH:26][CH:25]=[CH:24][CH:23]=3)[N:8]=2)[CH:6]=[CH:5][CH:4]=[CH:3][CH:2]=1.O[O:29][S:30]([O-:32])=O.[K+].[CH3:34]C(C)=O.O, predict the reaction product. The product is: [C:1]1([C:7]2[N:12]=[C:11]([NH:13][C:14]3[CH:19]=[CH:18][C:17]([S:30]([CH3:34])(=[O:32])=[O:29])=[CH:16][CH:15]=3)[CH:10]=[C:9]([C:22]3[CH:23]=[CH:24][CH:25]=[CH:26][CH:27]=3)[N:8]=2)[CH:6]=[CH:5][CH:4]=[CH:3][CH:2]=1. (2) Given the reactants [CH3:1][C:2]1[N:3]([C:27]2[CH:32]=[CH:31][CH:30]=[C:29]([C:33]([F:36])([F:35])[F:34])[CH:28]=2)[C:4](=[O:26])[C:5]([C:12]([NH:14][CH2:15][C:16]2[CH:21]=[CH:20][C:19]([S:22]([CH3:25])(=[O:24])=[O:23])=[CH:18][CH:17]=2)=[O:13])=[CH:6][C:7]=1[S:8](Cl)(=[O:10])=[O:9].N1C=CN=C1.C1C[O:45]CC1, predict the reaction product. The product is: [CH3:1][C:2]1[N:3]([C:27]2[CH:32]=[CH:31][CH:30]=[C:29]([C:33]([F:36])([F:35])[F:34])[CH:28]=2)[C:4](=[O:26])[C:5]([C:12]([NH:14][CH2:15][C:16]2[CH:21]=[CH:20][C:19]([S:22]([CH3:25])(=[O:24])=[O:23])=[CH:18][CH:17]=2)=[O:13])=[CH:6][C:7]=1[S:8]([OH:45])(=[O:10])=[O:9]. (3) Given the reactants [CH3:1][C@:2]12[C:18](=[O:19])[CH2:17][CH2:16][C@@H:15]1[CH2:14][C@H:13]1[C@@H:4]([CH2:5][CH2:6][C@@H:7]3[C@@H:12]1[CH2:11][CH2:10][C:9](=[O:20])[CH2:8]3)[CH2:3]2.CCC(C)[BH-](C(C)CC)C(C)CC.[K+].[OH-].[Na+].OO, predict the reaction product. The product is: [OH:20][C@H:9]1[CH2:8][C@H:7]2[C@@H:12]([C@@H:13]3[C@@H:4]([CH2:5][CH2:6]2)[CH2:3][C@@:2]2([CH3:1])[C:18](=[O:19])[CH2:17][CH2:16][C@@H:15]2[CH2:14]3)[CH2:11][CH2:10]1.